From a dataset of Catalyst prediction with 721,799 reactions and 888 catalyst types from USPTO. Predict which catalyst facilitates the given reaction. (1) The catalyst class is: 93. Reactant: [CH3:1][O:2][C:3]1[CH:8]=[CH:7][CH:6]=[CH:5][C:4]=1[C:9]1([CH3:15])[O:14][CH2:13][CH2:12][CH2:11][O:10]1.[H-].C([Al+]CC(C)C)C(C)C.O.C(O)(=O)CC(CC(O)=O)(C(O)=O)O. Product: [CH3:1][O:2][C:3]1[CH:8]=[CH:7][CH:6]=[CH:5][C:4]=1[CH:9]([O:10][CH2:11][CH2:12][CH2:13][OH:14])[CH3:15]. (2) Reactant: [C:1]([O:4][CH2:5][CH:6]([C:12]1[CH:17]=[CH:16][CH:15]=[C:14]([CH:18]2OCC[O:19]2)[CH:13]=1)[CH2:7][O:8][C:9](=[O:11])[CH3:10])(=[O:3])[CH3:2]. Product: [C:1]([O:4][CH2:5][CH:6]([C:12]1[CH:17]=[CH:16][CH:15]=[C:14]([CH:18]=[O:19])[CH:13]=1)[CH2:7][O:8][C:9](=[O:11])[CH3:10])(=[O:3])[CH3:2]. The catalyst class is: 15. (3) Reactant: C[N:2]([CH2:4][CH2:5]N(C)C)C.[Li]C(CC)C.[CH2:14]1[CH2:19][CH2:18][CH2:17][CH2:16][CH2:15]1.CO[B:22]([O:25]C)OC.[ClH:27].[C:28]([O-:31])(O)=O.[Na+]. Product: [Cl:27][C:14]1[C:19]2[C:28](=[O:31])[N:2]([CH2:4][CH3:5])[B:22]([OH:25])[C:18]=2[CH:17]=[CH:16][CH:15]=1. The catalyst class is: 1.